This data is from Forward reaction prediction with 1.9M reactions from USPTO patents (1976-2016). The task is: Predict the product of the given reaction. Given the reactants [N:1]1[C:10]2[C:5](=[CH:6][C:7]([CH2:11][N:12]3[C:16]4=[N:17][C:18]([C:21](=O)[CH3:22])=[CH:19][N:20]=[C:15]4[N:14]=[N:13]3)=[CH:8][CH:9]=2)[CH:4]=[CH:3][CH:2]=1.[CH2:24]([O:31][NH2:32])[C:25]1[CH:30]=[CH:29][CH:28]=[CH:27][CH:26]=1, predict the reaction product. The product is: [CH2:24]([O:31]/[N:32]=[C:21](/[C:18]1[N:17]=[C:16]2[N:12]([CH2:11][C:7]3[CH:6]=[C:5]4[C:10](=[CH:9][CH:8]=3)[N:1]=[CH:2][CH:3]=[CH:4]4)[N:13]=[N:14][C:15]2=[N:20][CH:19]=1)\[CH3:22])[C:25]1[CH:30]=[CH:29][CH:28]=[CH:27][CH:26]=1.